Dataset: Reaction yield outcomes from USPTO patents with 853,638 reactions. Task: Predict the reaction yield, written as a fraction of the theoretical maximum amount of product (1.0 means a 100% yield; for example, 0.34 means a 34% yield). (1) The reactants are [NH2:1][C@@H:2]([CH2:33][C:34]1[CH:39]=[CH:38][CH:37]=[CH:36][CH:35]=1)[C@@H:3]([OH:32])[CH2:4][C@@H:5]([NH:19][C:20]([C@@H:22]([NH:27][C:28](=[O:31])[O:29][CH3:30])[C:23]([CH3:26])([CH3:25])[CH3:24])=[O:21])[CH2:6][C:7]1[CH:12]=[CH:11][C:10]([C:13]2[CH:18]=[CH:17][CH:16]=[CH:15][N:14]=2)=[CH:9][CH:8]=1.[CH3:40][C:41]([CH3:65])([CH3:64])[C@H:42]([N:50]1[CH2:54][CH2:53][N:52]([CH2:55][C:56]2[CH:61]=[CH:60][CH:59]=[C:58]([CH3:62])[N:57]=2)[C:51]1=[O:63])[C:43](OC(C)(C)C)=[O:44].CCOP(ON1N=NC2C=CC=CC=2C1=O)(OCC)=O.C(N(CC)C(C)C)(C)C. The catalyst is C1COCC1. The product is [CH3:40][C:41]([CH3:65])([CH3:64])[C@H:42]([N:50]1[CH2:54][CH2:53][N:52]([CH2:55][C:56]2[CH:61]=[CH:60][CH:59]=[C:58]([CH3:62])[N:57]=2)[C:51]1=[O:63])[C:43]([NH:1][C@@H:2]([CH2:33][C:34]1[CH:35]=[CH:36][CH:37]=[CH:38][CH:39]=1)[C@@H:3]([OH:32])[CH2:4][C@@H:5]([NH:19][C:20]([C@@H:22]([NH:27][C:28](=[O:31])[O:29][CH3:30])[C:23]([CH3:26])([CH3:25])[CH3:24])=[O:21])[CH2:6][C:7]1[CH:12]=[CH:11][C:10]([C:13]2[CH:18]=[CH:17][CH:16]=[CH:15][N:14]=2)=[CH:9][CH:8]=1)=[O:44]. The yield is 0.750. (2) The reactants are [OH:1][CH2:2][CH2:3][CH2:4][CH2:5][CH2:6][CH2:7][O:8][C:9]1[CH:14]=[CH:13][C:12]([C:15]2[CH:20]=[CH:19][C:18]([C:21]([OH:23])=[O:22])=[CH:17][CH:16]=2)=[CH:11][CH:10]=1.[Si:24](Cl)([C:27]([CH3:30])([CH3:29])[CH3:28])([CH3:26])[CH3:25].N1C=CN=C1.C([O-])([O-])=O.[K+].[K+]. The catalyst is CN(C)C=O.O1CCCC1.CO.O.C(OCC)C. The product is [Si:24]([O:1][CH2:2][CH2:3][CH2:4][CH2:5][CH2:6][CH2:7][O:8][C:9]1[CH:14]=[CH:13][C:12]([C:15]2[CH:16]=[CH:17][C:18]([C:21]([OH:23])=[O:22])=[CH:19][CH:20]=2)=[CH:11][CH:10]=1)([C:27]([CH3:30])([CH3:29])[CH3:28])([CH3:26])[CH3:25]. The yield is 0.990. (3) The reactants are [Cl:1][C:2]1[CH:8]=[C:7]([Cl:9])[CH:6]=[CH:5][C:3]=1[NH2:4].[Br:10][CH2:11][C:12](Br)=[O:13].C(N(CC)CC)C. The catalyst is C(Cl)Cl. The product is [Br:10][CH2:11][C:12]([NH:4][C:3]1[CH:5]=[CH:6][C:7]([Cl:9])=[CH:8][C:2]=1[Cl:1])=[O:13]. The yield is 0.804. (4) The reactants are [CH3:1][C:2](C)([O-])C.[K+].[C:7]([O:11][C:12]([N:14]1[CH2:19][CH2:18][CH2:17][C:16](=O)[CH2:15]1)=[O:13])([CH3:10])([CH3:9])[CH3:8].O. The catalyst is C1COCC1.[Br-].C([P+](C1C=CC=CC=1)(C1C=CC=CC=1)C1C=CC=CC=1)C. The product is [C:7]([O:11][C:12]([N:14]1[CH2:19][CH2:18][CH2:17][C:16](=[CH:1][CH3:2])[CH2:15]1)=[O:13])([CH3:10])([CH3:9])[CH3:8]. The yield is 1.00.